From a dataset of Retrosynthesis with 50K atom-mapped reactions and 10 reaction types from USPTO. Predict the reactants needed to synthesize the given product. (1) The reactants are: COC(=O)c1cccc(I)c1.Cc1ccc(I)cc1. Given the product COC(=O)c1cccc(-c2ccc(C)cc2)c1, predict the reactants needed to synthesize it. (2) Given the product CC[C@@H](Nc1cnc(C)c(C=O)c1)c1ccc(Cl)c(C)c1, predict the reactants needed to synthesize it. The reactants are: CC[C@@H](Nc1cnc(C)c(C(OC)OC)c1)c1ccc(Cl)c(C)c1. (3) Given the product N#CCN1C2CCCC1COC2, predict the reactants needed to synthesize it. The reactants are: C1CC2COCC(C1)N2.N#CCBr. (4) Given the product CNC(C[N+](=O)[O-])SC, predict the reactants needed to synthesize it. The reactants are: CNC(=C[N+](=O)[O-])SC. (5) Given the product Cc1cc(-c2ccc(C=O)cc2)cc(-n2c(=O)n([C@H]3CC[C@@H](NC(=O)c4cn5cc(F)ccc5n4)CC3)c(=O)c3cc(F)cnc32)c1, predict the reactants needed to synthesize it. The reactants are: Cc1cc(Br)cc(-n2c(=O)n([C@H]3CC[C@@H](NC(=O)c4cn5cc(F)ccc5n4)CC3)c(=O)c3cc(F)cnc32)c1.O=Cc1ccc(B(O)O)cc1. (6) Given the product CC1(C)COC(=O)N1C1CCNCC1, predict the reactants needed to synthesize it. The reactants are: CC1(C)COC(=O)N1C1CCN(C(=O)OCc2ccccc2)CC1. (7) Given the product Cc1cnc2n1-c1ccc(Cl)cc1C(c1ccccc1Cl)=[N+]([O-])C2, predict the reactants needed to synthesize it. The reactants are: Cc1cnc2n1-c1ccc(Cl)cc1C(c1ccccc1Cl)=NC2.O=C([O-])[O-].